Dataset: CYP2D6 inhibition data for predicting drug metabolism from PubChem BioAssay. Task: Regression/Classification. Given a drug SMILES string, predict its absorption, distribution, metabolism, or excretion properties. Task type varies by dataset: regression for continuous measurements (e.g., permeability, clearance, half-life) or binary classification for categorical outcomes (e.g., BBB penetration, CYP inhibition). Dataset: cyp2d6_veith. The result is 0 (non-inhibitor). The compound is c1ccc2c(c1)c1ccccc1n2Cn1c2ccccc2c2ccccc21.